This data is from Full USPTO retrosynthesis dataset with 1.9M reactions from patents (1976-2016). The task is: Predict the reactants needed to synthesize the given product. (1) Given the product [CH3:19][C:18]1[C:13]([NH:1][CH2:2][CH2:3][N:4]2[CH2:5][CH2:6][CH:7]([CH2:10][OH:11])[CH2:8][CH2:9]2)=[N:14][CH:15]=[CH:16][N:17]=1, predict the reactants needed to synthesize it. The reactants are: [NH2:1][CH2:2][CH2:3][N:4]1[CH2:9][CH2:8][CH:7]([CH2:10][OH:11])[CH2:6][CH2:5]1.Cl[C:13]1[C:18]([CH3:19])=[N:17][CH:16]=[CH:15][N:14]=1. (2) Given the product [CH2:14]([N:21]1[CH2:26][CH2:25][C:24]([OH:27])([C:7]2[C:2]([Br:1])=[N:3][CH:4]=[CH:5][CH:6]=2)[CH2:23][CH2:22]1)[C:15]1[CH:16]=[CH:17][CH:18]=[CH:19][CH:20]=1, predict the reactants needed to synthesize it. The reactants are: [Br:1][C:2]1[C:7](Br)=[CH:6][CH:5]=[CH:4][N:3]=1.CC([Mg]Cl)C.[CH2:14]([N:21]1[CH2:26][CH2:25][C:24](=[O:27])[CH2:23][CH2:22]1)[C:15]1[CH:20]=[CH:19][CH:18]=[CH:17][CH:16]=1. (3) The reactants are: [Cl:1][C:2]1[N:7]=[C:6](Cl)[CH:5]=[C:4]([CH2:9][CH2:10][CH2:11][Si:12]([CH3:15])([CH3:14])[CH3:13])[N:3]=1.Cl.[CH2:17]([O:19][CH2:20][CH2:21][CH2:22][NH:23][C:24](=[O:31])[C@H:25]([CH2:27][CH:28]([CH3:30])[CH3:29])[NH2:26])[CH3:18].C(N(CC)C(C)C)(C)C. Given the product [CH2:17]([O:19][CH2:20][CH2:21][CH2:22][NH:23][C:24](=[O:31])[CH:25]([NH:26][C:6]1[CH:5]=[C:4]([CH2:9][CH2:10][CH2:11][Si:12]([CH3:15])([CH3:14])[CH3:13])[N:3]=[C:2]([Cl:1])[N:7]=1)[CH2:27][CH:28]([CH3:29])[CH3:30])[CH3:18], predict the reactants needed to synthesize it. (4) Given the product [CH:13]1([C:2]2[CH:3]=[CH:4][C:5]([C:8]([O:10][CH3:11])=[O:9])=[N:6][CH:7]=2)[CH2:15][CH2:14]1, predict the reactants needed to synthesize it. The reactants are: Br[C:2]1[CH:3]=[CH:4][C:5]([C:8]([O:10][CH3:11])=[O:9])=[N:6][CH:7]=1.[Br-].[CH:13]1([Zn+])[CH2:15][CH2:14]1. (5) Given the product [C:1]([C:5]1[CH:30]=[CH:29][C:8]([O:9][C:10]2[CH:19]=[C:18]3[C:13]([CH:14]=[C:15]([C:26]([NH:41][C@@H:35]([CH2:36][C:37]([CH3:40])([CH3:39])[CH3:38])[C:34]([OH:42])=[O:33])=[O:28])[N:16]=[C:17]3[CH2:20][CH:21]3[CH2:25][CH2:24][CH2:23][CH2:22]3)=[CH:12][CH:11]=2)=[CH:7][CH:6]=1)([CH3:2])([CH3:3])[CH3:4], predict the reactants needed to synthesize it. The reactants are: [C:1]([C:5]1[CH:30]=[CH:29][C:8]([O:9][C:10]2[CH:19]=[C:18]3[C:13]([CH:14]=[C:15]([C:26]([OH:28])=O)[N:16]=[C:17]3[CH2:20][CH:21]3[CH2:25][CH2:24][CH2:23][CH2:22]3)=[CH:12][CH:11]=2)=[CH:7][CH:6]=1)([CH3:4])([CH3:3])[CH3:2].Cl.C[O:33][C:34](=[O:42])[C@@H:35]([NH2:41])[CH2:36][C:37]([CH3:40])([CH3:39])[CH3:38].